From a dataset of hERG Central: cardiac toxicity at 1µM, 10µM, and general inhibition. Predict hERG channel inhibition at various concentrations. (1) The molecule is CCOC(=O)N1CCN(c2ccc(C(=O)c3ccccc3)cc2F)CC1. Results: hERG_inhib (hERG inhibition (general)): blocker. (2) The molecule is COc1cccc(CNC(=O)C23CN(Cc4ccccc4)CC2C(c2ccc([N+](=O)[O-])cc2)=NO3)c1. Results: hERG_inhib (hERG inhibition (general)): blocker. (3) The compound is CCn1ccnc1CN1CCCC(C(=O)c2ccc3c4c(cccc24)CC3)C1. Results: hERG_inhib (hERG inhibition (general)): blocker. (4) The drug is CN(C)CCCNC(=O)/C(=C/c1ccc(-c2ccc([N+](=O)[O-])cc2)o1)NC(=O)c1ccccc1. Results: hERG_inhib (hERG inhibition (general)): blocker. (5) The compound is CCOC(=O)N1CCN(c2nnc(-c3ccc(C)cc3)c3ccccc23)CC1. Results: hERG_inhib (hERG inhibition (general)): blocker.